Dataset: NCI-60 drug combinations with 297,098 pairs across 59 cell lines. Task: Regression. Given two drug SMILES strings and cell line genomic features, predict the synergy score measuring deviation from expected non-interaction effect. Drug 1: C1=CC(=CC=C1CCCC(=O)O)N(CCCl)CCCl. Drug 2: C1CN(P(=O)(OC1)NCCCl)CCCl. Cell line: MDA-MB-231. Synergy scores: CSS=19.4, Synergy_ZIP=-4.11, Synergy_Bliss=-5.49, Synergy_Loewe=-11.7, Synergy_HSA=-4.47.